Dataset: Forward reaction prediction with 1.9M reactions from USPTO patents (1976-2016). Task: Predict the product of the given reaction. (1) Given the reactants [NH2:1][C:2]1[CH:29]=[CH:28][C:5]([O:6][C:7]2[CH:8]=[CH:9][C:10]([NH:17][S:18]([C:21]3[CH:26]=[CH:25][C:24]([CH3:27])=[CH:23][CH:22]=3)(=[O:20])=[O:19])=[C:11]([CH:16]=2)[C:12]([O:14][CH3:15])=[O:13])=[CH:4][C:3]=1[C:30]([NH2:32])=[O:31].[S:33](Cl)([C:36]1[CH:42]=[CH:41][C:39]([CH3:40])=[CH:38][CH:37]=1)(=[O:35])=[O:34].N1C=CC=CC=1, predict the reaction product. The product is: [CH3:15][O:14][C:12](=[O:13])[C:11]1[CH:16]=[C:7]([O:6][C:5]2[CH:28]=[CH:29][C:2]([NH:1][S:33]([C:36]3[CH:42]=[CH:41][C:39]([CH3:40])=[CH:38][CH:37]=3)(=[O:35])=[O:34])=[C:3]([C:30](=[O:31])[NH2:32])[CH:4]=2)[CH:8]=[CH:9][C:10]=1[NH:17][S:18]([C:21]1[CH:26]=[CH:25][C:24]([CH3:27])=[CH:23][CH:22]=1)(=[O:20])=[O:19]. (2) Given the reactants [Cl:1][C:2]1[CH:14]=[C:13]([N+:15]([O-])=O)[CH:12]=[CH:11][C:3]=1[C:4]([O:6][C:7]([CH3:10])([CH3:9])[CH3:8])=[O:5].C(OCC)(=O)C, predict the reaction product. The product is: [NH2:15][C:13]1[CH:12]=[CH:11][C:3]([C:4]([O:6][C:7]([CH3:9])([CH3:10])[CH3:8])=[O:5])=[C:2]([Cl:1])[CH:14]=1. (3) Given the reactants C([O:8][C:9]1[CH:14]=[C:13](/[CH:15]=[CH:16]/[C:17]2[CH:18]=[N:19][CH:20]=[CH:21][CH:22]=2)[CH:12]=[CH:11][C:10]=1[N:23]1[S:27](=[O:29])(=[O:28])[NH:26][C:25](=[O:30])[CH2:24]1)C1C=CC=CC=1.B(Br)(Br)Br, predict the reaction product. The product is: [OH:8][C:9]1[CH:14]=[C:13](/[CH:15]=[CH:16]/[C:17]2[CH:18]=[N:19][CH:20]=[CH:21][CH:22]=2)[CH:12]=[CH:11][C:10]=1[N:23]1[S:27](=[O:29])(=[O:28])[NH:26][C:25](=[O:30])[CH2:24]1. (4) Given the reactants [C:1]([C:3]1[CH:4]=[C:5]([S:26]([N:29](CC2C=CC(OC)=CC=2OC)[C:30]2[S:34][N:33]=[CH:32][N:31]=2)(=[O:28])=[O:27])[CH:6]=[CH:7][C:8]=1[CH2:9][C:10]1[CH:15]=[CH:14][C:13]([C:16]([F:19])([F:18])[F:17])=[CH:12][C:11]=1[C:20]1[CH:25]=[CH:24][N:23]=[N:22][CH:21]=1)#[N:2].FC(F)(F)C(O)=O, predict the reaction product. The product is: [C:1]([C:3]1[CH:4]=[C:5]([S:26]([NH:29][C:30]2[S:34][N:33]=[CH:32][N:31]=2)(=[O:27])=[O:28])[CH:6]=[CH:7][C:8]=1[CH2:9][C:10]1[CH:15]=[CH:14][C:13]([C:16]([F:18])([F:17])[F:19])=[CH:12][C:11]=1[C:20]1[CH:25]=[CH:24][N:23]=[N:22][CH:21]=1)#[N:2].